This data is from Full USPTO retrosynthesis dataset with 1.9M reactions from patents (1976-2016). The task is: Predict the reactants needed to synthesize the given product. (1) Given the product [Br:1][C:2]1[CH:7]=[CH:6][C:5]([C:8]2([CH3:9])[O:14][CH2:12][CH2:13][O:10]2)=[C:4]([Cl:11])[CH:3]=1, predict the reactants needed to synthesize it. The reactants are: [Br:1][C:2]1[CH:7]=[CH:6][C:5]([C:8](=[O:10])[CH3:9])=[C:4]([Cl:11])[CH:3]=1.[CH2:12]([O:14]C(OCC)OCC)[CH3:13].CC1C=CC(S(O)(=O)=O)=CC=1.C([O-])(O)=O.[Na+]. (2) Given the product [CH3:26][NH:25][C:12]1[N:11]=[C:10]([C:8]2[CH:9]=[C:2]3[C:3]([C:4]([NH2:5])=[N:30][NH:31]3)=[C:6]([O:27][CH3:28])[CH:7]=2)[CH:15]=[C:14]([N:16]2[CH2:20][CH2:19][CH2:18][C@H:17]2[C:21]([F:22])([F:24])[F:23])[N:13]=1, predict the reactants needed to synthesize it. The reactants are: F[C:2]1[CH:9]=[C:8]([C:10]2[CH:15]=[C:14]([N:16]3[CH2:20][CH2:19][CH2:18][C@H:17]3[C:21]([F:24])([F:23])[F:22])[N:13]=[C:12]([NH:25][CH3:26])[N:11]=2)[CH:7]=[C:6]([O:27][CH3:28])[C:3]=1[C:4]#[N:5].O.[NH2:30][NH2:31]. (3) Given the product [NH:8]1[C:12]2[CH:13]=[CH:14][CH:15]=[CH:16][C:11]=2[N:10]=[C:9]1[CH2:17][N:18]([CH2:29][CH2:30][N:31]1[CH:35]=[CH:34][N:33]=[CH:32]1)[CH:19]1[C:28]2[N:27]=[CH:26][CH:25]=[CH:24][C:23]=2[CH2:22][CH2:21][CH2:20]1, predict the reactants needed to synthesize it. The reactants are: C(OC([N:8]1[C:12]2[CH:13]=[CH:14][CH:15]=[CH:16][C:11]=2[N:10]=[C:9]1[CH2:17][N:18]([CH2:29][CH2:30][N:31]1[CH:35]=[CH:34][N:33]=[CH:32]1)[CH:19]1[C:28]2[N:27]=[CH:26][CH:25]=[CH:24][C:23]=2[CH2:22][CH2:21][CH2:20]1)=O)(C)(C)C.C(O)(C(F)(F)F)=O.C(Cl)Cl. (4) Given the product [CH3:26][N:14]([C@H:10]1[CH2:11][CH2:12][CH2:13][NH:8][CH2:9]1)[C:15]1[C:16]2[CH2:24][CH2:23][C:22](=[O:25])[NH:21][C:17]=2[N:18]=[CH:19][N:20]=1, predict the reactants needed to synthesize it. The reactants are: C([N:8]1[CH2:13][CH2:12][CH2:11][C@H:10]([N:14]([CH3:26])[C:15]2[C:16]3[CH2:24][CH2:23][C:22](=[O:25])[NH:21][C:17]=3[N:18]=[CH:19][N:20]=2)[CH2:9]1)C1C=CC=CC=1.C([O-])=O.[NH4+].